Task: Predict the product of the given reaction.. Dataset: Forward reaction prediction with 1.9M reactions from USPTO patents (1976-2016) (1) The product is: [N:1]1([CH2:9][CH2:10][CH2:11][N:12]2[C:20](=[O:21])[C:19]3[C:14](=[CH:15][CH:16]=[CH:17][CH:18]=3)[C:13]2=[O:22])[CH2:7][CH2:6][CH2:5][CH2:4][CH2:3][CH2:2]1. Given the reactants [NH:1]1[CH2:7][CH2:6][CH2:5][CH2:4][CH2:3][CH2:2]1.Br[CH2:9][CH2:10][CH2:11][N:12]1[C:20](=[O:21])[C:19]2[C:14](=[CH:15][CH:16]=[CH:17][CH:18]=2)[C:13]1=[O:22].C(=O)([O-])[O-].[K+].[K+], predict the reaction product. (2) The product is: [Si:1]([O:8][C@H:9]([C@@H:16]([OH:18])[CH3:17])[C@H:10]([CH3:15])/[CH:11]=[C:12](\[I:14])/[CH3:13])([C:4]([CH3:6])([CH3:7])[CH3:5])([CH3:3])[CH3:2]. Given the reactants [Si:1]([O:8][C@H:9]([C@@H:16]([O:18]CC1C=CC(OC)=CC=1)[CH3:17])[C@H:10]([CH3:15])/[CH:11]=[C:12](\[I:14])/[CH3:13])([C:4]([CH3:7])([CH3:6])[CH3:5])([CH3:3])[CH3:2].O.ClC1C(=O)C(C#N)=C(C#N)C(=O)C=1Cl.C([O-])(O)=O.[Na+], predict the reaction product. (3) Given the reactants ClC1C=C(C=CC=1)C(OO)=O.[Cl:12][CH2:13][C:14]1[N:15]([CH2:27][CH:28]([CH3:30])[CH3:29])[C:16]2[C:25]3[CH:24]=[CH:23][CH:22]=[CH:21][C:20]=3[N:19]=[CH:18][C:17]=2[N:26]=1.[OH-].[NH4+:32].C1(C)C=CC(S(Cl)(=O)=O)=CC=1, predict the reaction product. The product is: [Cl:12][CH2:13][C:14]1[N:15]([CH2:27][CH:28]([CH3:30])[CH3:29])[C:16]2[C:25]3[CH:24]=[CH:23][CH:22]=[CH:21][C:20]=3[N:19]=[C:18]([NH2:32])[C:17]=2[N:26]=1. (4) Given the reactants [H-].[Na+].[Br:3][C:4]1[C:5]([CH3:11])=[CH:6][C:7]([OH:10])=[N:8][CH:9]=1.CC1C=CC(S(O[CH2:23][CH2:24][C:25]([OH:28])([CH3:27])[CH3:26])(=O)=O)=CC=1, predict the reaction product. The product is: [Br:3][C:4]1[C:5]([CH3:11])=[CH:6][C:7]([O:10][CH2:23][CH2:24][C:25]([CH3:27])([OH:28])[CH3:26])=[N:8][CH:9]=1.[Br:3][C:4]1[C:5]([CH3:11])=[CH:6][C:7](=[O:10])[N:8]([CH2:23][CH2:24][C:25]([OH:28])([CH3:27])[CH3:26])[CH:9]=1.